This data is from Reaction yield outcomes from USPTO patents with 853,638 reactions. The task is: Predict the reaction yield, written as a fraction of the theoretical maximum amount of product (1.0 means a 100% yield; for example, 0.34 means a 34% yield). (1) The reactants are [CH3:1][C@H:2]1[C@@H:7]([CH3:8])[N:6]2[C:9]3[N:15]=[C:14]([C:16]([O:18]CC)=[O:17])[CH:13]=[CH:12][C:10]=3[CH:11]=[C:5]2[C:4](=[O:21])[NH:3]1.[OH-].[Na+]. The catalyst is C(O)C. The product is [CH3:1][C@H:2]1[C@@H:7]([CH3:8])[N:6]2[C:9]3[N:15]=[C:14]([C:16]([OH:18])=[O:17])[CH:13]=[CH:12][C:10]=3[CH:11]=[C:5]2[C:4](=[O:21])[NH:3]1. The yield is 0.950. (2) The reactants are Br[C:2]1[N:3]=[C:4]([N:11]2[CH2:16][CH2:15][N:14]([C:17]([O:19][C:20]([CH3:23])([CH3:22])[CH3:21])=[O:18])[CH2:13][CH2:12]2)[C:5]2[N:6]([CH:8]=[N:9][N:10]=2)[CH:7]=1.[S:24]1[CH:28]=[CH:27][C:26](B(O)O)=[CH:25]1.C([O-])([O-])=O.[Cs+].[Cs+].O1CCOCC1. The catalyst is C1C=CC([P]([Pd]([P](C2C=CC=CC=2)(C2C=CC=CC=2)C2C=CC=CC=2)([P](C2C=CC=CC=2)(C2C=CC=CC=2)C2C=CC=CC=2)[P](C2C=CC=CC=2)(C2C=CC=CC=2)C2C=CC=CC=2)(C2C=CC=CC=2)C2C=CC=CC=2)=CC=1.O. The product is [S:24]1[CH:28]=[CH:27][C:26]([C:2]2[N:3]=[C:4]([N:11]3[CH2:16][CH2:15][N:14]([C:17]([O:19][C:20]([CH3:23])([CH3:22])[CH3:21])=[O:18])[CH2:13][CH2:12]3)[C:5]3[N:6]([CH:8]=[N:9][N:10]=3)[CH:7]=2)=[CH:25]1. The yield is 0.990.